From a dataset of Full USPTO retrosynthesis dataset with 1.9M reactions from patents (1976-2016). Predict the reactants needed to synthesize the given product. (1) Given the product [F:41][C:19]1[CH:20]=[C:21]([NH:24][C:25]([C:27]2[C:32](=[O:33])[N:31]([C:34]3[CH:35]=[CH:36][C:37]([F:40])=[CH:38][CH:39]=3)[N:30]=[CH:29][CH:28]=2)=[O:26])[CH:22]=[CH:23][C:18]=1[O:17][C:16]1[CH:15]=[CH:14][N:13]=[C:12]2[NH:8][N:9]=[C:10]([N:42]3[CH2:43][CH2:44][NH:45][CH2:46][CH2:47]3)[C:11]=12, predict the reactants needed to synthesize it. The reactants are: COC1C=CC(C[N:8]2[C:12]3=[N:13][CH:14]=[CH:15][C:16]([O:17][C:18]4[CH:23]=[CH:22][C:21]([NH:24][C:25]([C:27]5[C:32](=[O:33])[N:31]([C:34]6[CH:39]=[CH:38][C:37]([F:40])=[CH:36][CH:35]=6)[N:30]=[CH:29][CH:28]=5)=[O:26])=[CH:20][C:19]=4[F:41])=[C:11]3[C:10]([N:42]3[CH2:47][CH2:46][N:45](C(OC(C)(C)C)=O)[CH2:44][CH2:43]3)=[N:9]2)=CC=1.C(O)(C(F)(F)F)=O. (2) Given the product [C:1]([O:5][C:6]([NH:8][CH:9]([C:13]1[CH:18]=[CH:17][CH:16]=[CH:15][C:14]=1[F:19])[C:10]([O:12][C@@H:47]1[CH:48]2[CH2:51][CH2:52][N:45]([CH2:50][CH2:49]2)[CH2:46]1)=[O:11])=[O:7])([CH3:4])([CH3:2])[CH3:3], predict the reactants needed to synthesize it. The reactants are: [C:1]([O:5][C:6]([NH:8][CH:9]([C:13]1[CH:18]=[CH:17][CH:16]=[CH:15][C:14]=1[F:19])[C:10]([OH:12])=[O:11])=[O:7])([CH3:4])([CH3:3])[CH3:2].C(=NC1CCCCC1)=NC1CCCCC1.N1(O)C2C=CC=CC=2N=N1.[N:45]12[CH2:52][CH2:51][CH:48]([CH2:49][CH2:50]1)[C@@H:47](O)[CH2:46]2.